From a dataset of NCI-60 drug combinations with 297,098 pairs across 59 cell lines. Regression. Given two drug SMILES strings and cell line genomic features, predict the synergy score measuring deviation from expected non-interaction effect. (1) Drug 1: C1CCN(CC1)CCOC2=CC=C(C=C2)C(=O)C3=C(SC4=C3C=CC(=C4)O)C5=CC=C(C=C5)O. Drug 2: CC1CCCC2(C(O2)CC(NC(=O)CC(C(C(=O)C(C1O)C)(C)C)O)C(=CC3=CSC(=N3)C)C)C. Cell line: 786-0. Synergy scores: CSS=0.493, Synergy_ZIP=-0.810, Synergy_Bliss=1.19, Synergy_Loewe=-1.60, Synergy_HSA=-0.599. (2) Drug 1: COC1=C(C=C2C(=C1)N=CN=C2NC3=CC(=C(C=C3)F)Cl)OCCCN4CCOCC4. Drug 2: CCCS(=O)(=O)NC1=C(C(=C(C=C1)F)C(=O)C2=CNC3=C2C=C(C=N3)C4=CC=C(C=C4)Cl)F. Cell line: IGROV1. Synergy scores: CSS=36.4, Synergy_ZIP=-2.91, Synergy_Bliss=-5.65, Synergy_Loewe=-18.2, Synergy_HSA=-4.86.